Dataset: Catalyst prediction with 721,799 reactions and 888 catalyst types from USPTO. Task: Predict which catalyst facilitates the given reaction. (1) Reactant: [CH2:1]([C:8]1[CH:26]=[CH:25][C:11]([C:12]([NH:14][C:15]2[CH:24]=[CH:23][C:18]([C:19](OC)=[O:20])=[CH:17][CH:16]=2)=[O:13])=[CH:10][CH:9]=1)[CH2:2][CH2:3][CH2:4][CH2:5][CH2:6][CH3:7].O.[NH2:28][NH2:29]. Product: [CH2:1]([C:8]1[CH:26]=[CH:25][C:11]([C:12]([NH:14][C:15]2[CH:24]=[CH:23][C:18]([C:19]([NH:28][NH2:29])=[O:20])=[CH:17][CH:16]=2)=[O:13])=[CH:10][CH:9]=1)[CH2:2][CH2:3][CH2:4][CH2:5][CH2:6][CH3:7]. The catalyst class is: 14. (2) Reactant: [C:1]1(C)[CH:6]=[CH:5][C:4]([S:7]([O:10][C:11](=[O:25])[CH:12]([C:19]2[CH:24]=[CH:23][CH:22]=[CH:21][CH:20]=2)[C:13]2[CH:18]=[CH:17][CH:16]=[CH:15][CH:14]=2)(=[O:9])=[O:8])=[CH:3][CH:2]=1.O.[C:28]1(C)C=CC(S(O)(=O)=O)=CC=1.C1(C)C=CC=CC=1.C1(C(C2C=CC=CC=2)=C=O)C=CC=CC=1. Product: [C:5]1([CH3:28])[C:4]([S:7]([O:10][C:11](=[O:25])[CH:12]([C:13]2[CH:18]=[CH:17][CH:16]=[CH:15][CH:14]=2)[C:19]2[CH:20]=[CH:21][CH:22]=[CH:23][CH:24]=2)(=[O:9])=[O:8])=[CH:3][CH:2]=[CH:1][CH:6]=1. The catalyst class is: 27.